Dataset: Full USPTO retrosynthesis dataset with 1.9M reactions from patents (1976-2016). Task: Predict the reactants needed to synthesize the given product. (1) Given the product [OH:34][C:6]1[C:5]([C:3]([NH:35][CH2:36][CH2:37][C:38]([OH:40])=[O:39])=[O:4])=[N:14][C:13]([C:15]2[CH:16]=[N:17][CH:18]=[CH:19][CH:20]=2)=[C:12]2[C:7]=1[CH:8]=[C:9]([C:28]1[CH:29]=[CH:30][CH:31]=[CH:32][CH:33]=1)[C:10](=[O:27])[N:11]2[C:21]1[CH:26]=[CH:25][CH:24]=[CH:23][CH:22]=1, predict the reactants needed to synthesize it. The reactants are: CO[C:3]([C:5]1[C:6]([OH:34])=[C:7]2[C:12](=[C:13]([C:15]3[CH:16]=[N:17][CH:18]=[CH:19][CH:20]=3)[N:14]=1)[N:11]([C:21]1[CH:26]=[CH:25][CH:24]=[CH:23][CH:22]=1)[C:10](=[O:27])[C:9]([C:28]1[CH:33]=[CH:32][CH:31]=[CH:30][CH:29]=1)=[CH:8]2)=[O:4].[NH2:35][CH2:36][CH2:37][C:38]([OH:40])=[O:39].C[O-].[Na+]. (2) Given the product [CH2:29]([O:14][C@@H:13]1[C@@H:9]([NH:8][C:6]([O:5][C:1]([CH3:4])([CH3:2])[CH3:3])=[O:7])[CH2:10][N:11]([C:15]([O:17][CH2:18][C:19]2[CH:24]=[CH:23][CH:22]=[CH:21][CH:20]=2)=[O:16])[CH2:12]1)[CH:28]=[CH2:27], predict the reactants needed to synthesize it. The reactants are: [C:1]([O:5][C:6]([NH:8][CH:9]1[CH:13]([OH:14])[CH2:12][N:11]([C:15]([O:17][CH2:18][C:19]2[CH:24]=[CH:23][CH:22]=[CH:21][CH:20]=2)=[O:16])[CH2:10]1)=[O:7])([CH3:4])([CH3:3])[CH3:2].[H-].[Na+].[CH2:27](Br)[CH:28]=[CH2:29].O. (3) Given the product [CH2:37]([N:17]([CH2:10][C:11]1[CH:16]=[CH:15][CH:14]=[CH:13][CH:12]=1)[C@H:18]1[CH2:27][C:26]2[C:21](=[CH:22][CH:23]=[CH:24][C:25]=2[C:2]2[CH:3]=[CH:4][C:5]([CH2:8][OH:9])=[N:6][CH:7]=2)[O:20][CH2:19]1)[C:38]1[CH:39]=[CH:40][CH:41]=[CH:42][CH:43]=1, predict the reactants needed to synthesize it. The reactants are: Br[C:2]1[CH:3]=[CH:4][C:5]([CH2:8][OH:9])=[N:6][CH:7]=1.[CH2:10]([N:17]([CH2:37][C:38]1[CH:43]=[CH:42][CH:41]=[CH:40][CH:39]=1)[C@H:18]1[CH2:27][C:26]2[C:21](=[CH:22][CH:23]=[CH:24][C:25]=2B2OC(C)(C)C(C)(C)O2)[O:20][CH2:19]1)[C:11]1[CH:16]=[CH:15][CH:14]=[CH:13][CH:12]=1.C(=O)([O-])[O-].[K+].[K+].